From a dataset of Forward reaction prediction with 1.9M reactions from USPTO patents (1976-2016). Predict the product of the given reaction. (1) Given the reactants [Cl:1][C:2]1[CH:7]=[CH:6][C:5]([NH:8][C:9]([NH:11][C:12]2([C:18](OC)=[O:19])[CH2:17][CH2:16][CH2:15][CH2:14][CH2:13]2)=[O:10])=[C:4]([F:22])[CH:3]=1.[Li+].[OH-], predict the reaction product. The product is: [Cl:1][C:2]1[CH:7]=[CH:6][C:5]([N:8]2[C:18](=[O:19])[C:12]3([CH2:17][CH2:16][CH2:15][CH2:14][CH2:13]3)[NH:11][C:9]2=[O:10])=[C:4]([F:22])[CH:3]=1. (2) Given the reactants [CH2:1]([O:3][P:4](/[CH:9]=[CH:10]/[C:11]1[CH:20]=[CH:19][C:18]2[C:13](=[C:14]([C:22]3[C:31]4[C:26](=[CH:27][CH:28]=[CH:29][CH:30]=4)[CH:25]=[CH:24][CH:23]=3)[CH:15]=[C:16]([NH2:21])[CH:17]=2)[N:12]=1)(=[O:8])[O:5][CH2:6][CH3:7])[CH3:2].[C:32]([O:36][C:37]([NH:39][CH:40]([C:44]([CH3:47])([CH3:46])[CH3:45])[C:41](O)=[O:42])=[O:38])([CH3:35])([CH3:34])[CH3:33], predict the reaction product. The product is: [CH2:1]([O:3][P:4](/[CH:9]=[CH:10]/[C:11]1[CH:20]=[CH:19][C:18]2[C:13](=[C:14]([C:22]3[C:31]4[C:26](=[CH:27][CH:28]=[CH:29][CH:30]=4)[CH:25]=[CH:24][CH:23]=3)[CH:15]=[C:16]([NH:21][C:41](=[O:42])[CH:40]([NH:39][C:37]([O:36][C:32]([CH3:35])([CH3:34])[CH3:33])=[O:38])[C:44]([CH3:47])([CH3:46])[CH3:45])[CH:17]=2)[N:12]=1)(=[O:8])[O:5][CH2:6][CH3:7])[CH3:2]. (3) Given the reactants Br[C:2]1[C:3]2[CH:9]([CH3:10])[CH:8]([CH3:11])[C:7](=O)[C:4]=2[S:5][CH:6]=1.[BH4-].[Na+].O, predict the reaction product. The product is: [CH3:10][CH:9]1[C:3]2[CH:2]=[CH:6][S:5][C:4]=2[CH:7]=[C:8]1[CH3:11]. (4) Given the reactants [OH:1][C@H:2]1[CH2:7][CH2:6][CH2:5][CH2:4][C@@H:3]1[N:8]1[C:17](=[O:18])[C:16]2[C:11](=[C:12]3[N:31]([CH3:32])[CH2:30][CH:29]=[CH:28][C:13]3=[C:14]([CH2:19][C:20]3[CH:25]=[CH:24][C:23]([O:26]C)=[CH:22][CH:21]=3)[CH:15]=2)[N:10]=[CH:9]1.B(Br)(Br)Br, predict the reaction product. The product is: [OH:26][C:23]1[CH:22]=[CH:21][C:20]([CH2:19][C:14]2[CH:15]=[C:16]3[C:11](=[C:12]4[N:31]([CH3:32])[CH2:30][CH:29]=[CH:28][C:13]=24)[N:10]=[CH:9][N:8]([C@H:3]2[CH2:4][CH2:5][CH2:6][CH2:7][C@@H:2]2[OH:1])[C:17]3=[O:18])=[CH:25][CH:24]=1. (5) The product is: [C:20]([O:24][C:25]([NH:27][C@H:28]([CH2:33][C:34]1[CH:39]=[C:38]([F:40])[C:37]([F:41])=[CH:36][C:35]=1[F:42])[CH2:29][C:30]([N:9]1[CH2:10][CH2:11][N:6]2[N:5]=[C:4]([C:3]([F:18])([F:2])[F:19])[N:17]=[C:7]2[CH:8]1[CH:12]([CH:14]1[CH2:15][CH2:16]1)[OH:13])=[O:31])=[O:26])([CH3:23])([CH3:21])[CH3:22]. Given the reactants Cl.[F:2][C:3]([F:19])([F:18])[C:4]1[N:17]=[C:7]2[CH:8]([CH:12]([CH:14]3[CH2:16][CH2:15]3)[OH:13])[NH:9][CH2:10][CH2:11][N:6]2[N:5]=1.[C:20]([O:24][C:25]([NH:27][C@H:28]([CH2:33][C:34]1[CH:39]=[C:38]([F:40])[C:37]([F:41])=[CH:36][C:35]=1[F:42])[CH2:29][C:30](O)=[O:31])=[O:26])([CH3:23])([CH3:22])[CH3:21], predict the reaction product.